This data is from HIV replication inhibition screening data with 41,000+ compounds from the AIDS Antiviral Screen. The task is: Binary Classification. Given a drug SMILES string, predict its activity (active/inactive) in a high-throughput screening assay against a specified biological target. (1) The compound is COC(=O)c1coc(CCC(C)=Cc2ccccc2)n1. The result is 0 (inactive). (2) The compound is ClC1=C(Cl)C(Cl)(Cl)c2c3c(c4c(c21)C(Cl)(Cl)C(Cl)=C4Cl)C(Cl)(Cl)C(Cl)=C3Cl. The result is 0 (inactive). (3) The molecule is C=CCOC1OC(CS(=O)(=O)O)C(O)C(O)C1O.[NaH]. The result is 0 (inactive). (4) The drug is c1ccc2c(c1)OCCOCCOc1ccccc1OCCO2. The result is 0 (inactive).